From a dataset of Forward reaction prediction with 1.9M reactions from USPTO patents (1976-2016). Predict the product of the given reaction. (1) Given the reactants Br[C:2]1[CH:17]=[C:16]([Cl:18])[CH:15]=[CH:14][C:3]=1[O:4][CH:5]([CH3:13])[C:6]([O:8][C:9]([CH3:12])([CH3:11])[CH3:10])=[O:7].[CH2:19]([S:21][C:22]1[CH:27]=[CH:26][C:25](B(O)O)=[CH:24][CH:23]=1)[CH3:20], predict the reaction product. The product is: [Cl:18][C:16]1[CH:15]=[CH:14][C:3]([O:4][CH:5]([CH3:13])[C:6]([O:8][C:9]([CH3:12])([CH3:11])[CH3:10])=[O:7])=[C:2]([C:25]2[CH:26]=[CH:27][C:22]([S:21][CH2:19][CH3:20])=[CH:23][CH:24]=2)[CH:17]=1. (2) Given the reactants [Si]([O:18][CH2:19][C:20]1[C:21]([C:25]#[N:26])=[CH:22][NH:23][CH:24]=1)(C(C)(C)C)(C1C=CC=CC=1)C1C=CC=CC=1.[CH2:27]([O:29][C:30](=[O:38])[C:31]1[CH:36]=[CH:35][C:34](F)=[CH:33][CH:32]=1)[CH3:28].C(=O)([O-])[O-].[Cs+].[Cs+].O, predict the reaction product. The product is: [CH2:27]([O:29][C:30](=[O:38])[C:31]1[CH:36]=[CH:35][C:34]([N:23]2[CH:24]=[C:20]([CH2:19][OH:18])[C:21]([C:25]#[N:26])=[CH:22]2)=[CH:33][CH:32]=1)[CH3:28]. (3) The product is: [CH3:17][O:16][C:14]([C:11]1[CH:10]=[CH:9][C:8]([CH:7]2[CH2:6][CH2:5][N:4]([C:18]([O:20][CH2:21][C:22]3[CH:23]=[CH:24][CH:25]=[CH:26][CH:27]=3)=[O:19])[CH2:3][CH:2]2[O:1][CH2:29][C:30]2[CH:31]=[CH:32][C:33]3[O:38][CH2:37][C:36](=[O:39])[N:35]([CH2:40][CH2:41][CH2:42][O:43][CH3:44])[C:34]=3[CH:45]=2)=[CH:13][CH:12]=1)=[O:15]. Given the reactants [OH:1][CH:2]1[CH:7]([C:8]2[CH:13]=[CH:12][C:11]([C:14]([O:16][CH3:17])=[O:15])=[CH:10][CH:9]=2)[CH2:6][CH2:5][N:4]([C:18]([O:20][CH2:21][C:22]2[CH:27]=[CH:26][CH:25]=[CH:24][CH:23]=2)=[O:19])[CH2:3]1.Cl[CH2:29][C:30]1[CH:31]=[CH:32][C:33]2[O:38][CH2:37][C:36](=[O:39])[N:35]([CH2:40][CH2:41][CH2:42][O:43][CH3:44])[C:34]=2[CH:45]=1, predict the reaction product. (4) Given the reactants [NH2:1][CH2:2][C@@H:3]1[O:7][C:6](=[O:8])[N:5]([C:9]2[CH:14]=[C:13]([F:15])[C:12]([N:16]3[CH2:21][CH2:20][CH:19]([N:22]4[CH:26]=[N:25][N:24]=[N:23]4)[CH2:18][CH2:17]3)=[C:11]([F:27])[CH:10]=2)[CH2:4]1.[CH:28]1([C:31](O)=[O:32])[CH2:30][CH2:29]1.C1C=CC2N(O)N=NC=2C=1.CCN=C=NCCCN(C)C.Cl.CN1CCOCC1, predict the reaction product. The product is: [F:27][C:11]1[CH:10]=[C:9]([N:5]2[CH2:4][C@H:3]([CH2:2][NH:1][C:31]([CH:28]3[CH2:30][CH2:29]3)=[O:32])[O:7][C:6]2=[O:8])[CH:14]=[C:13]([F:15])[C:12]=1[N:16]1[CH2:17][CH2:18][CH:19]([N:22]2[CH:26]=[N:25][N:24]=[N:23]2)[CH2:20][CH2:21]1. (5) Given the reactants Cl[C:2]1[C:3]([NH:15][CH:16]2[CH2:21][CH2:20][N:19]([CH3:22])[CH2:18][CH2:17]2)=[CH:4][C:5]([NH:8]C(=O)C(C)(C)C)=[N:6][CH:7]=1.[C:23]1(B(O)O)[CH:28]=[CH:27][CH:26]=[CH:25][CH:24]=1.C(=O)([O-])[O-].[Na+].[Na+], predict the reaction product. The product is: [CH3:22][N:19]1[CH2:18][CH2:17][CH:16]([NH:15][C:3]2[C:2]([C:23]3[CH:28]=[CH:27][CH:26]=[CH:25][CH:24]=3)=[CH:7][N:6]=[C:5]([NH2:8])[CH:4]=2)[CH2:21][CH2:20]1.